From a dataset of Full USPTO retrosynthesis dataset with 1.9M reactions from patents (1976-2016). Predict the reactants needed to synthesize the given product. (1) Given the product [O:17]1[C:11]2[CH:10]=[CH:9][C:8]([C:5]3[CH:4]=[CH:3][C:2]([NH2:1])=[N:7][CH:6]=3)=[CH:25][C:12]=2[CH2:13][NH:14][CH2:15][CH2:16]1, predict the reactants needed to synthesize it. The reactants are: [NH2:1][C:2]1[N:7]=[CH:6][C:5]([C:8]2[CH:9]=[CH:10][C:11]3[O:17][CH2:16][CH2:15][N:14](C(OC(C)(C)C)=O)[CH2:13][C:12]=3[CH:25]=2)=[CH:4][CH:3]=1.Cl.[OH-].[Na+]. (2) Given the product [C:37]([O:36][C:34]([N:22]([CH2:21][C@H:20]([O:41][Si:42]([C:45]([CH3:48])([CH3:47])[CH3:46])([CH3:43])[CH3:44])[C:12]1[CH:11]=[CH:10][C:9]([OH:8])=[C:18]2[C:13]=1[CH:14]=[CH:15][C:16](=[O:19])[NH:17]2)[CH2:23][CH2:24][C:25]1[CH:26]=[CH:27][C:28]([C:29]([OH:31])=[O:30])=[CH:32][CH:33]=1)=[O:35])([CH3:39])([CH3:38])[CH3:40], predict the reactants needed to synthesize it. The reactants are: C([O:8][C:9]1[CH:10]=[CH:11][C:12]([C@@H:20]([O:41][Si:42]([C:45]([CH3:48])([CH3:47])[CH3:46])([CH3:44])[CH3:43])[CH2:21][N:22]([C:34]([O:36][C:37]([CH3:40])([CH3:39])[CH3:38])=[O:35])[CH2:23][CH2:24][C:25]2[CH:33]=[CH:32][C:28]([C:29]([OH:31])=[O:30])=[CH:27][CH:26]=2)=[C:13]2[C:18]=1[NH:17][C:16](=[O:19])[CH:15]=[CH:14]2)C1C=CC=CC=1.CC1CC=CCC=1. (3) Given the product [C:26]([O:25][C:23]([C:22]1[C:21]([O:31][CH2:32][C:33]2[CH:38]=[CH:37][CH:36]=[CH:35][CH:34]=2)=[C:20]([OH:19])[N:17]=[C:15]([CH2:14][C:9]2([C:6]3[CH:5]=[CH:4][C:3]([Cl:2])=[CH:8][CH:7]=3)[CH2:13][CH2:12][CH2:11][CH2:10]2)[N:16]=1)=[O:24])([CH3:29])([CH3:27])[CH3:28], predict the reactants needed to synthesize it. The reactants are: Cl.[Cl:2][C:3]1[CH:8]=[CH:7][C:6]([C:9]2([CH2:14][C:15]([NH2:17])=[NH:16])[CH2:13][CH2:12][CH2:11][CH2:10]2)=[CH:5][CH:4]=1.C[O:19][C:20](=O)/[C:21](/[O:31][CH2:32][C:33]1[CH:38]=[CH:37][CH:36]=[CH:35][CH:34]=1)=[C:22](\O)/[C:23]([O:25][C:26]([CH3:29])([CH3:28])[CH3:27])=[O:24].C(OC(C1C(OCC2C=CC=CC=2)=C(O)N=C(CC2C=CC=CC=2C2C=CC=CC=2)N=1)=O)(C)(C)C. (4) Given the product [Cl:1][C:2]1[CH:3]=[CH:4][C:5]([N+:9]([O-:11])=[O:10])=[C:6]([NH:7][NH2:12])[CH:8]=1, predict the reactants needed to synthesize it. The reactants are: [Cl:1][C:2]1[CH:3]=[CH:4][C:5]([N+:9]([O-:11])=[O:10])=[C:6]([CH:8]=1)[NH2:7].[N:12]([O-])=O.[Na+].Cl[Sn]Cl. (5) Given the product [CH3:16][C:15]([CH3:18])([CH3:17])[CH2:14][N:13]1[C:6]2[N:7]=[C:8]([C:11]#[N:12])[N:9]=[CH:10][C:5]=2[CH:4]=[C:3]1[CH2:2][N:19]1[CH2:24][CH2:23][C:22](=[O:27])[CH2:21][CH2:20]1, predict the reactants needed to synthesize it. The reactants are: Br[CH2:2][C:3]1[N:13]([CH2:14][C:15]([CH3:18])([CH3:17])[CH3:16])[C:6]2[N:7]=[C:8]([C:11]#[N:12])[N:9]=[CH:10][C:5]=2[CH:4]=1.[NH:19]1[CH2:24][CH2:23][CH2:22][CH2:21][C:20]1=O.C([O-])([O-])=[O:27].[K+].[K+].